From a dataset of Forward reaction prediction with 1.9M reactions from USPTO patents (1976-2016). Predict the product of the given reaction. (1) Given the reactants [NH:1]1[CH2:6][CH2:5][NH:4][CH2:3][CH2:2]1.[C:7]([C:11]1[N:16]=[C:15](Cl)[CH:14]=[C:13]([CH:18]2[CH2:21][CH2:20][CH2:19]2)[N:12]=1)([CH3:10])([CH3:9])[CH3:8], predict the reaction product. The product is: [C:7]([C:11]1[N:16]=[C:15]([N:1]2[CH2:6][CH2:5][NH:4][CH2:3][CH2:2]2)[CH:14]=[C:13]([CH:18]2[CH2:21][CH2:20][CH2:19]2)[N:12]=1)([CH3:10])([CH3:8])[CH3:9]. (2) Given the reactants [BH4-].[Na+].B(F)(F)F.CC[O:9]CC.[F:12][C:13]1[CH:14]=[C:15]([C:21]2[CH2:26][CH2:25][N:24]([C:27]([O:29][C:30]([CH3:33])([CH3:32])[CH3:31])=[O:28])[CH2:23][CH:22]=2)[CH:16]=[CH:17][C:18]=1[O:19][CH3:20].OO.[OH-].[Na+], predict the reaction product. The product is: [F:12][C:13]1[CH:14]=[C:15]([C@@H:21]2[CH2:26][CH2:25][N:24]([C:27]([O:29][C:30]([CH3:33])([CH3:32])[CH3:31])=[O:28])[CH2:23][C@H:22]2[OH:9])[CH:16]=[CH:17][C:18]=1[O:19][CH3:20]. (3) Given the reactants [CH2:1]([O:3][C:4]([C:6]1[N:7]=[C:8]([CH:14]2[CH2:19][CH:18]([CH2:20]O)[CH2:17][N:16](/[C:22](=[CH:28]/[C:29]([O:31][CH2:32][CH3:33])=[O:30])/[C:23]([O:25][CH2:26][CH3:27])=[O:24])[CH2:15]2)[NH:9][C:10](=[O:13])[C:11]=1[OH:12])=[O:5])[CH3:2].C(N(CC)CC)C.CS(Cl)(=O)=O.C([O-])([O-])=O.[K+].[K+], predict the reaction product. The product is: [CH2:26]([O:25][C:23](=[O:24])[C:22]([N:16]1[CH2:17][CH:18]2[CH2:19][CH:14]([C:8]3[N:9]([C:10](=[O:13])[C:11]([OH:12])=[C:6]([C:4]([O:3][CH2:1][CH3:2])=[O:5])[N:7]=3)[CH2:20]2)[CH2:15]1)=[CH:28][C:29]([O:31][CH2:32][CH3:33])=[O:30])[CH3:27]. (4) Given the reactants [C:1]1([S:7]([N:10]2[C:18]3[C:13](=[C:14](B(O)O)[CH:15]=[CH:16][CH:17]=3)[CH:12]=[CH:11]2)(=[O:9])=[O:8])[CH:6]=[CH:5][CH:4]=[CH:3][CH:2]=1.Cl[C:23]1[N:28]=[C:27]([NH2:29])[N:26]=[C:25]([NH:30][CH3:31])[CH:24]=1, predict the reaction product. The product is: [C:1]1([S:7]([N:10]2[C:18]3[C:13](=[C:14]([C:23]4[N:28]=[C:27]([NH2:29])[N:26]=[C:25]([NH:30][CH3:31])[CH:24]=4)[CH:15]=[CH:16][CH:17]=3)[CH:12]=[CH:11]2)(=[O:9])=[O:8])[CH:6]=[CH:5][CH:4]=[CH:3][CH:2]=1. (5) The product is: [CH3:21][N:22]1[CH:26]=[CH:25][C:24]([NH:27][C:12](=[O:14])[CH:11]([N:6]2[C:7]3[C:3](=[C:2]([Cl:1])[CH:10]=[CH:9][CH:8]=3)[C:4](=[O:20])[C:5]2=[O:19])[CH2:15][CH:16]([CH3:18])[CH3:17])=[N:23]1. Given the reactants [Cl:1][C:2]1[CH:10]=[CH:9][CH:8]=[C:7]2[C:3]=1[C:4](=[O:20])[C:5](=[O:19])[N:6]2[CH:11]([CH2:15][CH:16]([CH3:18])[CH3:17])[C:12]([OH:14])=O.[CH3:21][N:22]1[CH:26]=[CH:25][C:24]([NH2:27])=[N:23]1.C(N(CC)C(C)C)(C)C.F[P-](F)(F)(F)(F)F.N1(O[P+](N(C)C)(N(C)C)N(C)C)C2C=CC=CC=2N=N1, predict the reaction product. (6) Given the reactants [I:1]C1NC(C2(C)COC2)=NC=1C.[CH3:13][C:14]1([C:18]2[NH:19][CH:20]=[C:21]([C:23]([F:26])([F:25])[F:24])[N:22]=2)[CH2:17][O:16][CH2:15]1.CC1N=C(C2(C)COC2)NC=1, predict the reaction product. The product is: [I:1][C:20]1[NH:19][C:18]([C:14]2([CH3:13])[CH2:17][O:16][CH2:15]2)=[N:22][C:21]=1[C:23]([F:26])([F:24])[F:25]. (7) Given the reactants [CH:1]1([C:4]2[CH:9]=[CH:8][N:7]=[CH:6][C:5]=2[N:10]2[CH2:14][CH2:13][NH:12][C:11]2=[O:15])[CH2:3][CH2:2]1.Br[C:17]1[CH:27]=[CH:26][C:20]2[O:21][C:22]([F:25])([F:24])[O:23][C:19]=2[CH:18]=1.CN[C@@H]1CCCC[C@H]1NC.P([O-])([O-])([O-])=O.[K+].[K+].[K+], predict the reaction product. The product is: [CH:1]1([C:4]2[CH:9]=[CH:8][N:7]=[CH:6][C:5]=2[N:10]2[CH2:14][CH2:13][N:12]([C:27]3[CH:17]=[CH:18][C:19]4[O:23][C:22]([F:24])([F:25])[O:21][C:20]=4[CH:26]=3)[C:11]2=[O:15])[CH2:3][CH2:2]1. (8) Given the reactants C([N:8]1[C:12]([O:13][CH2:14][CH2:15][CH2:16][C:17]([O:19][CH3:20])=[O:18])=[CH:11][N:10]=[N:9]1)C1C=CC=CC=1, predict the reaction product. The product is: [N:10]1[NH:9][N:8]=[C:12]([O:13][CH2:14][CH2:15][CH2:16][C:17]([O:19][CH3:20])=[O:18])[CH:11]=1. (9) Given the reactants [C:1]1([S:7]([NH:10][C:11]2[CH:12]=[C:13]([C@@H:17]([OH:38])[CH2:18][NH:19][C:20]([CH3:37])([CH3:36])[CH2:21][CH2:22][N:23]3[C:31]4[C:26](=[CH:27][C:28]([C:32]([O:34][CH3:35])=[O:33])=[CH:29][CH:30]=4)[CH:25]=[CH:24]3)[CH:14]=[CH:15][CH:16]=2)(=[O:9])=[O:8])[CH:6]=[CH:5][CH:4]=[CH:3][CH:2]=1.[OH-].[Na+].[CH2:41](O)C, predict the reaction product. The product is: [C:1]1([S:7]([NH:10][C:11]2[CH:12]=[C:13]([C@@H:17]([OH:38])[CH2:18][NH:19][C:20]([CH3:36])([CH3:37])[CH2:21][CH2:22][N:23]3[C:31]4[C:26](=[CH:27][C:28]([C:32]([O:34][CH2:35][CH3:41])=[O:33])=[CH:29][CH:30]=4)[CH:25]=[CH:24]3)[CH:14]=[CH:15][CH:16]=2)(=[O:9])=[O:8])[CH:6]=[CH:5][CH:4]=[CH:3][CH:2]=1.